This data is from Peptide-MHC class I binding affinity with 185,985 pairs from IEDB/IMGT. The task is: Regression. Given a peptide amino acid sequence and an MHC pseudo amino acid sequence, predict their binding affinity value. This is MHC class I binding data. The peptide sequence is WLAGFEPSE. The MHC is HLA-B18:01 with pseudo-sequence HLA-B18:01. The binding affinity (normalized) is 0.0847.